This data is from Forward reaction prediction with 1.9M reactions from USPTO patents (1976-2016). The task is: Predict the product of the given reaction. (1) Given the reactants [N+:1]([C:4]1[CH:9]=[CH:8][CH:7]=[CH:6][C:5]=1[OH:10])([O-:3])=[O:2].C1(P(C2C=CC=CC=2)C2C=CC=CC=2)C=CC=CC=1.[CH2:30](O)[C:31]1[CH:36]=[CH:35][CH:34]=[CH:33][CH:32]=1.[N:38](C(OCC)=O)=NC(OCC)=O, predict the reaction product. The product is: [CH2:30]([O:10][C:5]1[CH:6]=[CH:7][C:8]([NH2:38])=[CH:9][C:4]=1[N+:1]([O-:3])=[O:2])[C:31]1[CH:36]=[CH:35][CH:34]=[CH:33][CH:32]=1. (2) Given the reactants [OH:1][C:2]1[CH:7]=[CH:6][C:5]([C@H:8]([C:13]#[C:14][CH3:15])[CH2:9][C:10]([OH:12])=[O:11])=[CH:4][CH:3]=1.S(=O)(=O)(O)O.[CH2:21](O)[CH3:22], predict the reaction product. The product is: [OH:1][C:2]1[CH:3]=[CH:4][C:5]([C@H:8]([C:13]#[C:14][CH3:15])[CH2:9][C:10]([O:12][CH2:21][CH3:22])=[O:11])=[CH:6][CH:7]=1. (3) Given the reactants [CH3:1][C:2]1[C:7]([CH3:8])=[C:6]([OH:9])[C:5]([CH2:10][CH:11]=[C:12]([CH3:14])[CH3:13])=[CH:4][C:3]=1[OH:15].B(F)(F)F.CCOCC, predict the reaction product. The product is: [CH3:14][C:12]1([CH3:13])[CH2:11][CH2:10][C:5]2[C:6](=[C:7]([CH3:8])[C:2]([CH3:1])=[C:3]([OH:15])[CH:4]=2)[O:9]1. (4) Given the reactants [NH2:1][C:2]1[CH:3]=[CH:4][C:5]([O:8][C:9](=[O:18])[N:10]([CH3:17])[C:11]2[CH:16]=[CH:15][CH:14]=[CH:13][CH:12]=2)=[N:6][CH:7]=1.[CH3:19][C:20]1[CH:28]=[CH:27][C:23]([C:24](Cl)=[O:25])=[CH:22][CH:21]=1.C(N(CC)CC)C.ClCCl, predict the reaction product. The product is: [CH3:19][C:20]1[CH:28]=[CH:27][C:23]([C:24]([NH:1][C:2]2[CH:3]=[CH:4][C:5]([O:8][C:9](=[O:18])[N:10]([CH3:17])[C:11]3[CH:16]=[CH:15][CH:14]=[CH:13][CH:12]=3)=[N:6][CH:7]=2)=[O:25])=[CH:22][CH:21]=1. (5) Given the reactants [C:1]([O:4][C@@H:5]1[C@@H:20]([O:21][C:22](=[O:24])[CH3:23])[C@H:19]([O:25][C:26](=[O:28])[CH3:27])[CH2:18][S:17][C@H:6]1[O:7][C:8]1[CH:13]=[C:12]([CH3:14])[C:11](Br)=[C:10]([CH3:16])[CH:9]=1)(=[O:3])[CH3:2].[N:29]1[CH:34]=[CH:33][CH:32]=[C:31](B(O)O)[CH:30]=1, predict the reaction product. The product is: [C:1]([O:4][C@@H:5]1[C@@H:20]([O:21][C:22](=[O:24])[CH3:23])[C@H:19]([O:25][C:26](=[O:28])[CH3:27])[CH2:18][S:17][C@H:6]1[O:7][C:8]1[CH:13]=[C:12]([CH3:14])[C:11]([C:31]2[CH:30]=[N:29][CH:34]=[CH:33][CH:32]=2)=[C:10]([CH3:16])[CH:9]=1)(=[O:3])[CH3:2]. (6) Given the reactants [Li+].[OH-].C(OC([C:8]1[C:13]([Cl:14])=[CH:12][C:11](=[O:15])[N:10]([CH3:16])[C:9]=1[NH:17][CH3:18])=O)C.Cl, predict the reaction product. The product is: [Cl:14][C:13]1[CH:8]=[C:9]([NH:17][CH3:18])[N:10]([CH3:16])[C:11](=[O:15])[CH:12]=1.